Predict the product of the given reaction. From a dataset of Forward reaction prediction with 1.9M reactions from USPTO patents (1976-2016). (1) Given the reactants [C:1]1([NH:7][N:8]=[C:9]([C:12]#[N:13])[C:10]#[N:11])[CH:6]=[CH:5][CH:4]=[CH:3][CH:2]=1.NC1C=CC=CC=1.C(#N)CC#N.[C:26]1([NH:32][NH2:33])[CH:31]=[CH:30][CH:29]=[CH:28][CH:27]=1, predict the reaction product. The product is: [C:26]1([N:32]2[C:10]([NH2:11])=[C:9]([N:8]=[N:7][C:1]3[CH:6]=[CH:5][CH:4]=[CH:3][CH:2]=3)[C:12]([NH2:13])=[N:33]2)[CH:31]=[CH:30][CH:29]=[CH:28][CH:27]=1. (2) Given the reactants [Cl:1][C:2]1[CH:10]=[CH:9][C:5]2=[N:6][Se:7][N:8]=[C:4]2[CH:3]=1.[N+:11]([O-])([OH:13])=[O:12], predict the reaction product. The product is: [Cl:1][C:2]1[CH:10]=[CH:9][C:5]2=[N:6][Se:7][N:8]=[C:4]2[C:3]=1[N+:11]([O-:13])=[O:12]. (3) Given the reactants ClC(Cl)(Cl)CO[C:5](=[O:19])[NH:6][C:7]1[N:8]([CH2:16][CH2:17][OH:18])[N:9]=[C:10]([C:12]([CH3:15])([CH3:14])[CH3:13])[CH:11]=1.[Cl:22][C:23]1[CH:28]=[CH:27][CH:26]=[C:25]([Cl:29])[C:24]=1[C:30]1[N:34]2[CH:35]=[C:36]([O:39][C@H:40]3[C:49]4[C:44](=[CH:45][CH:46]=[CH:47][CH:48]=4)[C@@H:43]([NH2:50])[CH2:42][CH2:41]3)[CH:37]=[CH:38][C:33]2=[N:32][N:31]=1.CCN(C(C)C)C(C)C, predict the reaction product. The product is: [C:12]([C:10]1[CH:11]=[C:7]([NH:6][C:5]([NH:50][C@@H:43]2[C:44]3[C:49](=[CH:48][CH:47]=[CH:46][CH:45]=3)[C@H:40]([O:39][C:36]3[CH:37]=[CH:38][C:33]4[N:34]([C:30]([C:24]5[C:23]([Cl:22])=[CH:28][CH:27]=[CH:26][C:25]=5[Cl:29])=[N:31][N:32]=4)[CH:35]=3)[CH2:41][CH2:42]2)=[O:19])[N:8]([CH2:16][CH2:17][OH:18])[N:9]=1)([CH3:13])([CH3:14])[CH3:15].